Dataset: Catalyst prediction with 721,799 reactions and 888 catalyst types from USPTO. Task: Predict which catalyst facilitates the given reaction. (1) Reactant: C1(C)C=CC=CC=1.[Cl:8][C:9]1[CH:37]=[CH:36][C:12]([CH2:13][N:14]2[CH:19]=[N:18][C:17]([NH:20][CH:21]3[CH2:25][CH2:24][C:23]([C:27]4[CH:32]=[CH:31][C:30]([F:33])=[CH:29][CH:28]=4)(O)[CH:22]3[OH:34])=[N:16][C:15]2=[O:35])=[CH:11][CH:10]=1.O.C1(C)C=CC(S(O)(=O)=O)=CC=1. Product: [Cl:8][C:9]1[CH:37]=[CH:36][C:12]([CH2:13][N:14]2[CH:19]=[N:18][C:17]([NH:20][CH:21]3[CH2:25][CH:24]=[C:23]([C:27]4[CH:32]=[CH:31][C:30]([F:33])=[CH:29][CH:28]=4)[CH:22]3[OH:34])=[N:16][C:15]2=[O:35])=[CH:11][CH:10]=1. The catalyst class is: 66. (2) Reactant: [Cl:1][C:2]1[CH:3]=[C:4]([CH2:23][C:24]([O:26][CH3:27])=[O:25])[CH:5]=[CH:6][C:7]=1[O:8][C:9]1[CH:10]=[C:11]2[C:15](=[CH:16][C:17]=1[N+:18]([O-])=O)[C:14](=[O:21])[NH:13][C:12]2=[O:22].O.O.Cl[Sn]Cl.O.C([O-])(O)=O.[Na+]. Product: [NH2:18][C:17]1[CH:16]=[C:15]2[C:11]([C:12](=[O:22])[NH:13][C:14]2=[O:21])=[CH:10][C:9]=1[O:8][C:7]1[CH:6]=[CH:5][C:4]([CH2:23][C:24]([O:26][CH3:27])=[O:25])=[CH:3][C:2]=1[Cl:1]. The catalyst class is: 25. (3) Reactant: [CH2:1]([N:3]1[CH2:8][CH2:7][N:6]([C:9]2[CH:14]=[CH:13][C:12]([N+:15]([O-])=O)=[CH:11][CH:10]=2)[CH2:5][CH2:4]1)[CH3:2]. Product: [CH2:1]([N:3]1[CH2:4][CH2:5][N:6]([C:9]2[CH:14]=[CH:13][C:12]([NH2:15])=[CH:11][CH:10]=2)[CH2:7][CH2:8]1)[CH3:2]. The catalyst class is: 227.